From a dataset of Full USPTO retrosynthesis dataset with 1.9M reactions from patents (1976-2016). Predict the reactants needed to synthesize the given product. (1) Given the product [F:31][C:32]([F:43])([F:42])[C:33]1[CH:38]=[CH:37][CH:36]=[CH:35][C:34]=1[C:7]1[C:12]2[O:13][CH:14]([CH2:17][O:18][S:19]([C:22]3[CH:27]=[CH:26][C:25]([CH3:28])=[CH:24][CH:23]=3)(=[O:20])=[O:21])[CH2:15][O:16][C:11]=2[CH:10]=[CH:9][CH:8]=1, predict the reactants needed to synthesize it. The reactants are: FC(F)(F)S(O[C:7]1[C:12]2[O:13][CH:14]([CH2:17][O:18][S:19]([C:22]3[CH:27]=[CH:26][C:25]([CH3:28])=[CH:24][CH:23]=3)(=[O:21])=[O:20])[CH2:15][O:16][C:11]=2[CH:10]=[CH:9][CH:8]=1)(=O)=O.[F:31][C:32]([F:43])([F:42])[C:33]1[CH:38]=[CH:37][CH:36]=[CH:35][C:34]=1B(O)O. (2) Given the product [ClH:34].[ClH:34].[ClH:34].[CH3:32][C:26]1[C:25]2[C:29](=[CH:30][CH:31]=[C:23]([NH:22][C:21]3[C:16]4[CH:15]=[C:14]([C:11]5[CH2:12][CH2:13][NH:8][CH2:9][CH:10]=5)[NH:33][C:17]=4[N:18]=[CH:19][N:20]=3)[CH:24]=2)[NH:28][N:27]=1, predict the reactants needed to synthesize it. The reactants are: C(OC([N:8]1[CH2:13][CH:12]=[C:11]([C:14]2[NH:33][C:17]3[N:18]=[CH:19][N:20]=[C:21]([NH:22][C:23]4[CH:24]=[C:25]5[C:29](=[CH:30][CH:31]=4)[NH:28][N:27]=[C:26]5[CH3:32])[C:16]=3[CH:15]=2)[CH2:10][CH2:9]1)=O)(C)(C)C.[ClH:34]. (3) Given the product [CH2:28]([N:13]([CH2:11][CH3:12])[CH2:14][CH2:15][NH:16][C:17]([C:19]1[C:23]([CH3:24])=[C:22]([CH:25]=[C:3]2[C:4]3[C:9](=[CH:8][CH:7]=[CH:6][CH:5]=3)[NH:1][C:2]2=[O:10])[NH:21][C:20]=1[CH3:27])=[O:18])[CH3:29], predict the reactants needed to synthesize it. The reactants are: [NH:1]1[C:9]2[C:4](=[CH:5][CH:6]=[CH:7][CH:8]=2)[CH2:3][C:2]1=[O:10].[CH2:11]([N:13]([CH2:28][CH3:29])[CH2:14][CH2:15][NH:16][C:17]([C:19]1[C:23]([CH3:24])=[C:22]([CH:25]=O)[NH:21][C:20]=1[CH3:27])=[O:18])[CH3:12].